Dataset: Full USPTO retrosynthesis dataset with 1.9M reactions from patents (1976-2016). Task: Predict the reactants needed to synthesize the given product. (1) Given the product [Cl:1][C:2]1[N:3]=[CH:4][N:5]([C:7]2[CH:12]=[CH:11][C:10]([NH:13][C:14]3[N:18]=[C:17]4[C:19](=[O:32])[CH2:25][CH2:26][CH2:27][CH2:28][N:16]4[N:15]=3)=[CH:9][C:8]=2[O:29][CH3:30])[CH:6]=1, predict the reactants needed to synthesize it. The reactants are: [Cl:1][C:2]1[N:3]=[CH:4][N:5]([C:7]2[CH:12]=[CH:11][C:10]([NH:13][C:14]3[N:18]=[C:17]4[C:19]5([CH2:25][CH2:26][CH2:27][CH2:28][N:16]4[N:15]=3)SCCCS5)=[CH:9][C:8]=2[O:29][CH3:30])[CH:6]=1.C(=O)([O-])[O-:32].[Ca+2]. (2) Given the product [C:1]([C:3]1[CH:8]=[CH:7][C:6]([C:9]2[N:10]=[C:11]([O:27][CH2:28][C@@H:29]3[CH2:33][CH2:32][N:31]([C:34]([O:36][C:37]([CH3:40])([CH3:39])[CH3:38])=[O:35])[CH2:30]3)[C:12]3[N:13]([CH:22]=[C:23]([CH:25]=[O:26])[N:24]=3)[C:14]=2[C:15]2[CH:20]=[CH:19][C:18]([CH3:21])=[CH:17][CH:16]=2)=[CH:5][CH:4]=1)#[N:2], predict the reactants needed to synthesize it. The reactants are: [C:1]([C:3]1[CH:8]=[CH:7][C:6]([C:9]2[N:10]=[C:11]([O:27][CH2:28][C@@H:29]3[CH2:33][CH2:32][N:31]([C:34]([O:36][C:37]([CH3:40])([CH3:39])[CH3:38])=[O:35])[CH2:30]3)[C:12]3[N:13]([CH:22]=[C:23]([CH2:25][OH:26])[N:24]=3)[C:14]=2[C:15]2[CH:20]=[CH:19][C:18]([CH3:21])=[CH:17][CH:16]=2)=[CH:5][CH:4]=1)#[N:2].C(=O)(O)[O-].[Na+].CC(OI1(OC(C)=O)(OC(C)=O)OC(=O)C2C=CC=CC1=2)=O. (3) Given the product [C:1]([Si:5]([C:33]1[CH:38]=[CH:37][CH:36]=[CH:35][CH:34]=1)([C:27]1[CH:32]=[CH:31][CH:30]=[CH:29][CH:28]=1)[O:6][CH2:7][CH2:8][C:9]1[N:13]([CH2:14][CH2:15][CH3:16])[C:12](=[O:17])[N:11]([CH2:18][C:19]2[CH:24]=[CH:23][C:22]([CH3:25])=[CH:21][CH:20]=2)[CH:10]=1)([CH3:2])([CH3:3])[CH3:4], predict the reactants needed to synthesize it. The reactants are: [C:1]([Si:5]([C:33]1[CH:38]=[CH:37][CH:36]=[CH:35][CH:34]=1)([C:27]1[CH:32]=[CH:31][CH:30]=[CH:29][CH:28]=1)[O:6][CH2:7][CH2:8][CH:9]1[N:13]([CH2:14][CH2:15][CH3:16])[C:12](=[O:17])[N:11]([CH2:18][C:19]2[CH:24]=[CH:23][C:22]([CH3:25])=[CH:21][CH:20]=2)[C:10]1=O)([CH3:4])([CH3:3])[CH3:2].[BH4-].[Na+]. (4) Given the product [Cl:1][C:2]1[CH:10]=[CH:9][CH:8]=[C:7]([Si:31]([CH3:33])([CH3:32])[CH3:30])[C:3]=1[C:4]([OH:6])=[O:5], predict the reactants needed to synthesize it. The reactants are: [Cl:1][C:2]1[CH:10]=[CH:9][CH:8]=[CH:7][C:3]=1[C:4]([OH:6])=[O:5].CN(CCN(C)C)C.[Li]C(CC)C.C1CCCCC1.[CH3:30][Si:31](Cl)([CH3:33])[CH3:32].C(O)(=O)CC(CC(O)=O)(C(O)=O)O. (5) Given the product [N:1]([C@@H:4]([C@H:19]([C:28]1[CH:33]=[CH:32][C:31]([Cl:34])=[CH:30][CH:29]=1)[C:20]1[CH:21]=[N:22][C:23]([O:26][CH3:27])=[CH:24][CH:25]=1)[C:5]([OH:6])=[O:35])=[N+:2]=[N-:3], predict the reactants needed to synthesize it. The reactants are: [N:1]([C@@H:4]([C@@H:19]([C:28]1[CH:33]=[CH:32][C:31]([Cl:34])=[CH:30][CH:29]=1)[C:20]1[CH:21]=[N:22][C:23]([O:26][CH3:27])=[CH:24][CH:25]=1)[C:5](N1[C@@H](C2C=CC=CC=2)COC1=O)=[O:6])=[N+:2]=[N-:3].[OH:35]O.[Li+].[OH-]. (6) Given the product [F:26][C:23]1([F:27])[CH2:24][CH2:25][C@@H:20]([NH:19][C:32]([C:9]2[C:10]3=[N:11][CH:12]=[CH:13][CH:14]=[C:15]3[N:7]([CH2:6][C:5]3[CH:17]=[CH:18][C:2]([F:1])=[CH:3][CH:4]=3)[CH:8]=2)=[O:50])[C@@H:21]([OH:28])[CH2:22]1, predict the reactants needed to synthesize it. The reactants are: [F:1][C:2]1[CH:18]=[CH:17][C:5]([CH2:6][N:7]2[C:15]3[C:10](=[N:11][CH:12]=[CH:13][CH:14]=3)[C:9](I)=[CH:8]2)=[CH:4][CH:3]=1.[NH2:19][C@H:20]1[CH2:25][CH2:24][C:23]([F:27])([F:26])[CH2:22][C@H:21]1[OH:28].CC1(C)C2C(=C(P(C3C=CC=CC=3)C3C=CC=CC=3)C=CC=2)[O:50][C:32]2C(P(C3C=CC=CC=3)C3C=CC=CC=3)=CC=CC1=2.[C]=O.